Task: Regression/Classification. Given a drug SMILES string, predict its toxicity properties. Task type varies by dataset: regression for continuous values (e.g., LD50, hERG inhibition percentage) or binary classification for toxic/non-toxic outcomes (e.g., AMES mutagenicity, cardiotoxicity, hepatotoxicity). Dataset: ames.. Dataset: Ames mutagenicity test results for genotoxicity prediction The drug is OCc1ccc2c(CO)c3ccc4ccccc4c3nc2c1. The result is 0 (non-mutagenic).